This data is from Forward reaction prediction with 1.9M reactions from USPTO patents (1976-2016). The task is: Predict the product of the given reaction. (1) Given the reactants [NH2:1][C:2]1[C:11]([OH:12])=[C:10]2[C:5]([C:6](=[O:23])[C:7]([C:16]3[CH:21]=[CH:20][C:19]([Cl:22])=[CH:18][CH:17]=3)=[C:8]([CH:13]([CH3:15])[CH3:14])[O:9]2)=[CH:4][CH:3]=1.[CH:24]([O-])=[O:25].[Na+], predict the reaction product. The product is: [Cl:22][C:19]1[CH:18]=[CH:17][C:16]([C:7]2[C:6](=[O:23])[C:5]3[C:10](=[C:11]([OH:12])[C:2]([NH:1][CH:24]=[O:25])=[CH:3][CH:4]=3)[O:9][C:8]=2[CH:13]([CH3:14])[CH3:15])=[CH:21][CH:20]=1. (2) Given the reactants [H-].[Na+].C1(C)C([CH2:9][C:10]([C:12]2[CH:17]=[CH:16][CH:15]=[CH:14][CH:13]=2)=[O:11])=CC=CC=1.[C:19]([O:26][CH2:27][CH3:28])(=[O:25])[C:20]([O:22]CC)=O, predict the reaction product. The product is: [CH2:27]([O:26][C:19](=[O:25])[C:20](=[O:22])[CH2:9][C:10]([C:12]1[CH:17]=[CH:16][CH:15]=[CH:14][CH:13]=1)=[O:11])[CH3:28].